Dataset: Reaction yield outcomes from USPTO patents with 853,638 reactions. Task: Predict the reaction yield, written as a fraction of the theoretical maximum amount of product (1.0 means a 100% yield; for example, 0.34 means a 34% yield). The reactants are [CH3:1][NH:2][CH2:3][C:4]1[S:8][C:7]2[CH:9]=[CH:10][CH:11]=[CH:12][C:6]=2[C:5]=1[CH3:13].CNCC1C=CC2C(=CC=CC=2)C=1CCC.[ClH:30].[N:31]1([CH2:37][CH2:38][N:39]2[CH2:45][C:44]3[CH:46]=[C:47](/[CH:50]=[CH:51]/[C:52](O)=[O:53])[CH:48]=[N:49][C:43]=3[NH:42][C:41](=[O:55])[CH2:40]2)[CH2:36][CH2:35][O:34][CH2:33][CH2:32]1.Cl.CN1CC2C=C(/C=C/C(O)=O)C=NC=2NC(=O)C1. No catalyst specified. The product is [ClH:30].[CH3:1][N:2]([CH2:3][C:4]1[S:8][C:7]2[CH:9]=[CH:10][CH:11]=[CH:12][C:6]=2[C:5]=1[CH3:13])[C:52](=[O:53])/[CH:51]=[CH:50]/[C:47]1[CH:48]=[N:49][C:43]2[NH:42][C:41](=[O:55])[CH2:40][N:39]([CH2:38][CH2:37][N:31]3[CH2:32][CH2:33][O:34][CH2:35][CH2:36]3)[CH2:45][C:44]=2[CH:46]=1. The yield is 0.740.